This data is from Peptide-MHC class I binding affinity with 185,985 pairs from IEDB/IMGT. The task is: Regression. Given a peptide amino acid sequence and an MHC pseudo amino acid sequence, predict their binding affinity value. This is MHC class I binding data. (1) The peptide sequence is DLNIFMTLV. The MHC is HLA-A68:02 with pseudo-sequence HLA-A68:02. The binding affinity (normalized) is 0.514. (2) The peptide sequence is PAPFDEAM. The MHC is Mamu-A01 with pseudo-sequence Mamu-A01. The binding affinity (normalized) is 0.137. (3) The peptide sequence is SEMGANFRAG. The MHC is HLA-B44:02 with pseudo-sequence HLA-B44:02. The binding affinity (normalized) is 0.579. (4) The peptide sequence is LTFLDCLYY. The MHC is HLA-B57:01 with pseudo-sequence HLA-B57:01. The binding affinity (normalized) is 0.516. (5) The peptide sequence is FLAVFQSAT. The MHC is HLA-A02:06 with pseudo-sequence HLA-A02:06. The binding affinity (normalized) is 0.645. (6) The peptide sequence is APGAAGPPQ. The MHC is HLA-A24:02 with pseudo-sequence HLA-A24:02. The binding affinity (normalized) is 0.